Dataset: Catalyst prediction with 721,799 reactions and 888 catalyst types from USPTO. Task: Predict which catalyst facilitates the given reaction. Reactant: [N+:1]([C:4]1[CH:9]=[CH:8][C:7]([OH:10])=[CH:6][CH:5]=1)([O-:3])=[O:2].C1CCN2C(=NCCC2)CC1.Br[C:23]([F:30])([F:29])[C:24]([O:26][CH2:27][CH3:28])=[O:25].O1CCCC1. Product: [F:29][C:23]([F:30])([O:10][C:7]1[CH:8]=[CH:9][C:4]([N+:1]([O-:3])=[O:2])=[CH:5][CH:6]=1)[C:24]([O:26][CH2:27][CH3:28])=[O:25]. The catalyst class is: 6.